From a dataset of Forward reaction prediction with 1.9M reactions from USPTO patents (1976-2016). Predict the product of the given reaction. (1) Given the reactants F[C:2]1[CH:3]=[C:4]([CH3:11])[CH:5]=[CH:6][C:7]=1[N+:8]([O-:10])=[O:9].[CH3:12][C:13]1[CH:19]=[CH:18][C:16]([NH2:17])=[C:15]([O:20][CH2:21][CH2:22][CH3:23])[CH:14]=1.[NH2:24][C:25]1[S:26][CH:27]=[CH:28][N:29]=1.[CH2:30]([OH:33])CC, predict the reaction product. The product is: [CH2:15]([O:20][C:2]1[CH:3]=[C:4]([CH3:11])[CH:5]=[CH:6][C:7]=1[N+:8]([O-:10])=[O:9])[CH2:14][CH3:13].[CH3:12][C:13]1[CH:19]=[CH:18][C:16]([NH:17][C:30]([NH:24][C:25]2[S:26][CH:27]=[CH:28][N:29]=2)=[O:33])=[C:15]([O:20][CH2:21][CH2:22][CH3:23])[CH:14]=1. (2) Given the reactants Cl[C:2]1[CH:7]=[C:6]([C:8]([OH:10])=[O:9])[C:5]([N+:11]([O-:13])=[O:12])=[CH:4][N:3]=1.[NH:14]1[CH2:19][CH2:18][CH:17]([NH:20][C:21](=[O:27])[O:22][C:23]([CH3:26])([CH3:25])[CH3:24])[CH2:16][CH2:15]1.C(N(CC)CC)C.Cl, predict the reaction product. The product is: [C:23]([O:22][C:21]([NH:20][CH:17]1[CH2:16][CH2:15][N:14]([C:2]2[CH:7]=[C:6]([C:8]([OH:10])=[O:9])[C:5]([N+:11]([O-:13])=[O:12])=[CH:4][N:3]=2)[CH2:19][CH2:18]1)=[O:27])([CH3:26])([CH3:24])[CH3:25]. (3) Given the reactants [CH3:1][O:2][C:3]1[CH:14]=[C:13]2[C:6]([NH:7][CH:8]=[C:9]2[CH2:10][CH2:11][NH2:12])=[CH:5][CH:4]=1.[F:15][C:16]([F:29])([F:28])[CH2:17][CH2:18][O:19][C:20]1[CH:21]=[C:22]([CH:25]=[CH:26][CH:27]=1)[CH:23]=O.FC1C(OC)=C(F)C=C2C=1C=CN2C.[BH4-].[Na+], predict the reaction product. The product is: [CH3:1][O:2][C:3]1[CH:14]=[C:13]2[C:6](=[CH:5][CH:4]=1)[NH:7][CH:8]=[C:9]2[CH2:10][CH2:11][NH:12][CH2:23][C:22]1[CH:25]=[CH:26][CH:27]=[C:20]([O:19][CH2:18][CH2:17][C:16]([F:15])([F:29])[F:28])[CH:21]=1. (4) Given the reactants [NH2:1][C:2]1[N:7]([CH:8]([C:10]2[NH:14][C:13]3[CH:15]=[CH:16][CH:17]=[CH:18][C:12]=3[N:11]=2)[CH3:9])[C:6](=[S:19])[NH:5][C:4](=[O:20])[CH:3]=1.[N:21]([O-])=O.[Na+].S(S([O-])=O)([O-])=O.[Na+].[Na+], predict the reaction product. The product is: [NH2:21][C:3]1[C:4](=[O:20])[NH:5][C:6](=[S:19])[N:7]([CH:8]([C:10]2[NH:14][C:13]3[CH:15]=[CH:16][CH:17]=[CH:18][C:12]=3[N:11]=2)[CH3:9])[C:2]=1[NH2:1]. (5) Given the reactants O=S(Cl)Cl.[CH2:5]([O:7][C:8]([C:10]1[N:11]=[C:12]([CH:15]([C:17]2[N:18]([S:31]([C:34]3[CH:39]=[CH:38][CH:37]=[C:36]([C:40]([CH3:43])([CH3:42])[CH3:41])[CH:35]=3)(=[O:33])=[O:32])[C:19]3[C:24]([C:25]=2[CH3:26])=[CH:23][C:22]([C:27]([F:30])([F:29])[F:28])=[CH:21][CH:20]=3)O)[S:13][CH:14]=1)=[O:9])[CH3:6].CN(C)C=O, predict the reaction product. The product is: [CH2:5]([O:7][C:8]([C:10]1[N:11]=[C:12]([CH2:15][C:17]2[N:18]([S:31]([C:34]3[CH:39]=[CH:38][CH:37]=[C:36]([C:40]([CH3:41])([CH3:43])[CH3:42])[CH:35]=3)(=[O:32])=[O:33])[C:19]3[C:24]([C:25]=2[CH3:26])=[CH:23][C:22]([C:27]([F:29])([F:30])[F:28])=[CH:21][CH:20]=3)[S:13][CH:14]=1)=[O:9])[CH3:6]. (6) Given the reactants [C:1]([NH:4][C@@H:5]1[C@@H:10]([NH:11][C:12](=[O:34])[CH2:13][CH2:14]/[CH:15]=[CH:16]\[CH2:17]/[CH:18]=[CH:19]\[CH2:20]/[CH:21]=[CH:22]\[CH2:23]/[CH:24]=[CH:25]\[CH2:26]/[CH:27]=[CH:28]\[CH2:29]/[CH:30]=[CH:31]\CC)[CH2:9][C:8]([C:35]([O:37][CH2:38][CH3:39])=[O:36])=[CH:7][C@H:6]1[O:40][CH:41]([CH2:44][CH3:45])[CH2:42][CH3:43])(=[O:3])[CH3:2].C(O)(=O)CCC/C=C\C/C=C\C/C=C\C/C=C\C/C=C\CC, predict the reaction product. The product is: [C:1]([NH:4][C@@H:5]1[C@@H:10]([NH:11][C:12](=[O:34])[CH2:13][CH2:14][CH2:15]/[CH:16]=[CH:17]\[CH2:18]/[CH:19]=[CH:20]\[CH2:21]/[CH:22]=[CH:23]\[CH2:24]/[CH:25]=[CH:26]\[CH2:27]/[CH:28]=[CH:29]\[CH2:30][CH3:31])[CH2:9][C:8]([C:35]([O:37][CH2:38][CH3:39])=[O:36])=[CH:7][C@H:6]1[O:40][CH:41]([CH2:42][CH3:43])[CH2:44][CH3:45])(=[O:3])[CH3:2]. (7) Given the reactants N[C:2]1[CH:3]=[C:4]([CH2:12][OH:13])[CH:5]=[C:6]([C:8]([F:11])([F:10])[F:9])[CH:7]=1.N(OC(C)(C)C)=O.C(I)[I:22], predict the reaction product. The product is: [I:22][C:2]1[CH:3]=[C:4]([CH2:12][OH:13])[CH:5]=[C:6]([C:8]([F:11])([F:10])[F:9])[CH:7]=1.